From a dataset of hERG Central: cardiac toxicity at 1µM, 10µM, and general inhibition. Predict hERG channel inhibition at various concentrations. The drug is CCCCN(C)CCNC(=O)CCn1nc(-c2ccc(C)cc2)ccc1=O. Results: hERG_inhib (hERG inhibition (general)): blocker.